This data is from Catalyst prediction with 721,799 reactions and 888 catalyst types from USPTO. The task is: Predict which catalyst facilitates the given reaction. Reactant: [CH3:1][C:2]1[CH:3]=[C:4]([C:11]([OH:13])=[O:12])[CH:5]=[C:6]2[C:10]=1[NH:9][N:8]=[CH:7]2.[C:14]([O-])([O-])=O.[K+].[K+].IC.C[N:23]([CH:25]=O)[CH3:24]. Product: [CH3:24][N:23]1[C:25]2[C:6](=[CH:5][C:4]([C:11]([O:13][CH3:14])=[O:12])=[CH:3][C:2]=2[CH3:1])[CH:7]=[N:8]1.[CH3:24][N:23]1[CH:25]=[C:6]2[C:10]([C:2]([CH3:1])=[CH:3][C:4]([C:11]([O:13][CH3:14])=[O:12])=[CH:5]2)=[N:9]1. The catalyst class is: 25.